Dataset: Full USPTO retrosynthesis dataset with 1.9M reactions from patents (1976-2016). Task: Predict the reactants needed to synthesize the given product. (1) Given the product [O:1]=[C:2]1[C:6]2([CH2:11][CH2:10][N:9]([CH2:12][CH2:13][CH2:14][N:15]3[C:19]4[CH:20]=[CH:21][CH:22]=[CH:23][C:18]=4[NH:17][C:16]3=[O:24])[CH2:8][CH2:7]2)[N:5]([C:25]2[CH:26]=[CH:27][CH:28]=[CH:29][CH:30]=2)[CH2:4][N:3]1[CH:31]([C:37]1[CH:42]=[CH:41][CH:40]=[CH:39][CH:38]=1)[CH2:32][C:33]([OH:35])=[O:34], predict the reactants needed to synthesize it. The reactants are: [O:1]=[C:2]1[C:6]2([CH2:11][CH2:10][N:9]([CH2:12][CH2:13][CH2:14][N:15]3[C:19]4[CH:20]=[CH:21][CH:22]=[CH:23][C:18]=4[NH:17][C:16]3=[O:24])[CH2:8][CH2:7]2)[N:5]([C:25]2[CH:30]=[CH:29][CH:28]=[CH:27][CH:26]=2)[CH2:4][N:3]1[CH:31]([C:37]1[CH:42]=[CH:41][CH:40]=[CH:39][CH:38]=1)[CH2:32][C:33]([O:35]C)=[O:34].O.[OH-].[Li+]. (2) Given the product [F:28][C:29]1[CH:30]=[C:31]([CH:37]=[CH:38][C:39]=1[O:7][C:8]1[CH:9]=[C:10]([C:11]([NH:13][C:14]2[CH:18]=[CH:17][N:16]([CH3:19])[N:15]=2)=[O:12])[CH:20]=[C:21]([O:23][C@@H:24]([CH3:27])[CH2:25][OH:26])[CH:22]=1)[C:32]([N:34]([CH3:36])[CH3:35])=[O:33], predict the reactants needed to synthesize it. The reactants are: C(=O)([O-])[O-].[K+].[K+].[OH:7][C:8]1[CH:9]=[C:10]([CH:20]=[C:21]([O:23][C@@H:24]([CH3:27])[CH2:25][OH:26])[CH:22]=1)[C:11]([NH:13][C:14]1[CH:18]=[CH:17][N:16]([CH3:19])[N:15]=1)=[O:12].[F:28][C:29]1[CH:30]=[C:31]([CH:37]=[CH:38][C:39]=1F)[C:32]([N:34]([CH3:36])[CH3:35])=[O:33].